From a dataset of Full USPTO retrosynthesis dataset with 1.9M reactions from patents (1976-2016). Predict the reactants needed to synthesize the given product. (1) Given the product [N:4]1[CH:5]=[CH:6][CH:7]=[C:2]([N:8]2[C:16]3[C:11](=[CH:12][CH:13]=[CH:14][CH:15]=3)[CH:10]=[CH:9]2)[CH:3]=1, predict the reactants needed to synthesize it. The reactants are: I[C:2]1[CH:3]=[N:4][CH:5]=[CH:6][CH:7]=1.[NH:8]1[C:16]2[C:11](=[CH:12][CH:13]=[CH:14][CH:15]=2)[CH:10]=[CH:9]1. (2) Given the product [CH:16]1([N:5]2[C:4]3[N:3]=[C:2]([N:19]4[CH:23]=[CH:22][N:21]=[C:20]4[C:24]4[CH:29]=[CH:28][N:27]=[CH:26][CH:25]=4)[N:11]=[CH:10][C:9]=3[N:8]([CH3:12])[C:7](=[O:13])[C@H:6]2[CH2:14][CH3:15])[CH2:18][CH2:17]1, predict the reactants needed to synthesize it. The reactants are: Cl[C:2]1[N:11]=[CH:10][C:9]2[N:8]([CH3:12])[C:7](=[O:13])[C@@H:6]([CH2:14][CH3:15])[N:5]([CH:16]3[CH2:18][CH2:17]3)[C:4]=2[N:3]=1.[NH:19]1[CH:23]=[CH:22][N:21]=[C:20]1[C:24]1[CH:29]=[CH:28][N:27]=[CH:26][CH:25]=1. (3) Given the product [CH3:1][O:2][C:3](=[O:4])[CH:5]=[C:21]1[CH2:22][CH2:23][C:18]([O:17][CH3:13])([CH3:25])[CH2:19][CH2:20]1, predict the reactants needed to synthesize it. The reactants are: [CH3:1][O:2][C:3]([CH2:5]P(OC)(OC)=O)=[O:4].[Li][CH2:13]CCC.[OH:17][C:18]1([CH3:25])[CH2:23][CH2:22][C:21](=O)[CH2:20][CH2:19]1. (4) Given the product [Cl:1][C:2]1[CH:7]=[C:6]([NH:8][C:9]2[CH:14]=[CH:13][CH:12]=[CH:11][C:10]=2/[CH:32]=[CH:33]/[CH2:34][OH:35])[CH:5]=[CH:4][C:3]=1[C:16]([C:18]1[CH:23]=[CH:22][CH:21]=[CH:20][C:19]=1[CH3:24])=[O:17], predict the reactants needed to synthesize it. The reactants are: [Cl:1][C:2]1[CH:7]=[C:6]([NH:8][C:9]2[CH:14]=[CH:13][CH:12]=[CH:11][C:10]=2Br)[CH:5]=[CH:4][C:3]=1[C:16]([C:18]1[CH:23]=[CH:22][CH:21]=[CH:20][C:19]=1[CH3:24])=[O:17].[F-].[Cs+].C([Sn](CCCC)(CCCC)/[CH:32]=[CH:33]/[CH2:34][OH:35])CCC. (5) Given the product [Cl:18][C:8]1[CH:7]=[C:6]([C:2]2[O:1][CH:5]=[CH:4][CH:3]=2)[N:11]=[C:10]([C:12]2[S:13][CH:14]=[CH:15][N:16]=2)[N:9]=1, predict the reactants needed to synthesize it. The reactants are: [O:1]1[CH:5]=[CH:4][CH:3]=[C:2]1[C:6]1[N:11]=[C:10]([C:12]2[S:13][CH:14]=[CH:15][N:16]=2)[N:9]=[C:8](O)[CH:7]=1.[Cl:18]C1N=C(C2OC(C)=CC=2)N=C(N)C=1. (6) Given the product [Cl:2][C:3]1[CH:8]=[CH:7][CH:6]=[CH:5][C:4]=1[N:9]1[CH:13]=[N:12][N:11]=[C:10]1[C:14]1[S:28][C:17]2[C:18]3[CH:26]=[CH:25][C:24]([NH:27][C:30](=[O:31])[O:32][CH3:33])=[CH:23][C:19]=3[O:20][CH2:21][CH2:22][C:16]=2[CH:15]=1, predict the reactants needed to synthesize it. The reactants are: Cl.[Cl:2][C:3]1[CH:8]=[CH:7][CH:6]=[CH:5][C:4]=1[N:9]1[CH:13]=[N:12][N:11]=[C:10]1[C:14]1[S:28][C:17]2[C:18]3[CH:26]=[CH:25][C:24]([NH2:27])=[CH:23][C:19]=3[O:20][CH2:21][CH2:22][C:16]=2[CH:15]=1.Cl[C:30]([O:32][CH3:33])=[O:31].